From a dataset of Reaction yield outcomes from USPTO patents with 853,638 reactions. Predict the reaction yield, written as a fraction of the theoretical maximum amount of product (1.0 means a 100% yield; for example, 0.34 means a 34% yield). (1) The reactants are C[O:2][C:3](=[O:36])[CH:4]([CH2:24][CH:25]=[CH:26][CH2:27][P:28]([O:33][CH2:34][CH3:35])([O:30][CH2:31][CH3:32])=[O:29])[CH2:5][C:6]([CH3:23])=[CH:7][CH2:8][C:9]1[C:10]([OH:22])=[C:11]2[C:15](=[C:16]([CH3:20])[C:17]=1[O:18][CH3:19])[CH2:14][O:13][C:12]2=[O:21].[OH-].[Li+]. The catalyst is C1COCC1.O. The product is [CH2:31]([O:30][P:28]([CH2:27][CH:26]=[CH:25][CH2:24][CH:4]([CH2:5][C:6]([CH3:23])=[CH:7][CH2:8][C:9]1[C:10]([OH:22])=[C:11]2[C:15](=[C:16]([CH3:20])[C:17]=1[O:18][CH3:19])[CH2:14][O:13][C:12]2=[O:21])[C:3]([OH:36])=[O:2])([O:33][CH2:34][CH3:35])=[O:29])[CH3:32]. The yield is 1.00. (2) The reactants are [N+:1]([C:4]1[CH:5]=[C:6]([S:10]([CH2:13][CH2:14][O:15][C:16](=[O:33])[CH2:17][CH2:18][CH2:19][CH2:20][CH2:21][NH:22][C:23](=[O:32])[CH2:24][O:25][C:26]2[CH:31]=[CH:30][CH:29]=[CH:28][CH:27]=2)(=[O:12])=[O:11])[CH:7]=[CH:8][CH:9]=1)([O-:3])=[O:2].[Cl:34][S:35](O)(=[O:37])=[O:36]. The catalyst is C(Cl)Cl. The product is [N+:1]([C:4]1[CH:5]=[C:6]([S:10]([CH2:13][CH2:14][O:15][C:16](=[O:33])[CH2:17][CH2:18][CH2:19][CH2:20][CH2:21][NH:22][C:23](=[O:32])[CH2:24][O:25][C:26]2[CH:31]=[CH:30][C:29]([S:35]([Cl:34])(=[O:37])=[O:36])=[CH:28][CH:27]=2)(=[O:12])=[O:11])[CH:7]=[CH:8][CH:9]=1)([O-:3])=[O:2]. The yield is 0.600. (3) The reactants are [CH3:1][C:2]([NH2:11])([CH2:4][C:5]1[CH:6]=[CH:7][CH:8]=[CH:9][CH:10]=1)[CH3:3].Cl.N1C=CC=CC=1.[F:19][C:20]([F:31])([F:30])[C:21](O[C:21](=[O:22])[C:20]([F:31])([F:30])[F:19])=[O:22]. The catalyst is C(Cl)Cl. The product is [CH3:3][C:2]([NH:11][C:21](=[O:22])[C:20]([F:31])([F:30])[F:19])([CH3:1])[CH2:4][C:5]1[CH:6]=[CH:7][CH:8]=[CH:9][CH:10]=1. The yield is 0.960. (4) The reactants are [CH2:1]([C:3]1[CH:4]([C:9]([O:11][CH2:12][CH3:13])=[O:10])[CH2:5][C:6](=[O:8])[CH:7]=1)[CH3:2]. The catalyst is [Pd].CCOC(C)=O. The product is [CH2:1]([CH:3]1[CH2:7][C:6](=[O:8])[CH2:5][CH:4]1[C:9]([O:11][CH2:12][CH3:13])=[O:10])[CH3:2]. The yield is 0.990. (5) The reactants are [C:1]([O:6][CH2:7][CH2:8][CH2:9][Si:10]([O:15][CH3:16])([O:13][CH3:14])[O:11][CH3:12])(=[O:5])[C:2]([CH3:4])=[CH2:3].[C:17]([O:22][C:23]([CH3:26])([CH3:25])[CH3:24])(=[O:21])[C:18]([CH3:20])=[CH2:19].[CH:27]12[CH2:33][CH:30]([CH:31]=[CH:32]1)[CH2:29][CH:28]2[C:34]([O:36][CH3:37])=[O:35].[C:38]([O-:43])(=[O:42])[C:39]([CH3:41])=[CH2:40].N(C(C)(C)C#N)=NC(C)(C)C#N. The catalyst is C(OCC)C.O1CCCC1. The product is [C:1]([O:6][CH2:7][CH2:8][CH2:9][Si:10]([O:15][CH3:16])([O:11][CH3:12])[O:13][CH3:14])(=[O:5])[C:2]([CH3:4])=[CH2:3].[C:17]([O:22][C:23]([CH3:26])([CH3:25])[CH3:24])(=[O:21])[C:18]([CH3:20])=[CH2:19].[CH:27]12[CH2:33][CH:30]([CH:31]=[CH:32]1)[CH2:29][CH:28]2[C:34]([O:36][CH3:37])=[O:35].[C:38]([O-:43])(=[O:42])[C:39]([CH3:41])=[CH2:40]. The yield is 0.460. (6) The yield is 0.990. The product is [CH3:10][S:11][C:2]1[CH:3]=[CH:4][C:5]([C:8]#[N:9])=[N:6][CH:7]=1. The catalyst is CN1C(=O)CCC1. The reactants are Br[C:2]1[CH:3]=[CH:4][C:5]([C:8]#[N:9])=[N:6][CH:7]=1.[CH3:10][S-:11].[Na+].C(=O)([O-])[O-].[K+].[K+]. (7) The reactants are [CH3:1][S:2][C:3]1[C:13]2[O:12][C:11]3[CH:14]=[CH:15][CH:16]=[CH:17][C:10]=3[N:9]=[C:8]([C:18]3[CH:27]=[CH:26][C:21]([C:22]([O:24][CH3:25])=[O:23])=[CH:20][CH:19]=3)[C:7]=2[CH:6]=[CH:5][CH:4]=1.I(O)(=O)(=O)=[O:29]. The catalyst is C(#N)C.[Fe](Cl)(Cl)Cl. The product is [CH3:1][S:2]([C:3]1[C:13]2[O:12][C:11]3[CH:14]=[CH:15][CH:16]=[CH:17][C:10]=3[N:9]=[C:8]([C:18]3[CH:19]=[CH:20][C:21]([C:22]([O:24][CH3:25])=[O:23])=[CH:26][CH:27]=3)[C:7]=2[CH:6]=[CH:5][CH:4]=1)=[O:29]. The yield is 0.570. (8) The reactants are [CH2:1]([C:3]1[CH:8]=[CH:7][CH:6]=[CH:5][C:4]=1[OH:9])[CH3:2].[S-:10][C:11]#[N:12].[Na+].[Br-].[Na+].BrBr.C(=O)(O)[O-].[Na+]. The catalyst is CO. The product is [CH2:1]([C:3]1[CH:8]=[C:7]([S:10][C:11]#[N:12])[CH:6]=[CH:5][C:4]=1[OH:9])[CH3:2]. The yield is 0.930. (9) The catalyst is O1CCOCC1. The reactants are [F:1][C:2]([F:34])([F:33])[C:3]1[CH:4]=[C:5]([CH:26]=[C:27]([C:29]([F:32])([F:31])[F:30])[CH:28]=1)[C:6]([N:8]1[CH2:25][CH2:24][C:11]2([N:15]([C:16]3[CH:21]=[CH:20][CH:19]=[CH:18][CH:17]=3)[C:14](=[O:22])[NH:13][C:12]2=[O:23])[CH2:10][CH2:9]1)=[O:7].[C:35]1(P(C2C=CC=CC=2)C2C=CC=CC=2)C=CC=CC=1.C(O)[C:55]1[O:59][CH:58]=[CH:57][CH:56]=1.CCOC(/N=N/C(OCC)=O)=O. The product is [F:34][C:2]([F:1])([F:33])[C:3]1[CH:4]=[C:5]([CH:26]=[C:27]([C:29]([F:32])([F:31])[F:30])[CH:28]=1)[C:6]([N:8]1[CH2:9][CH2:10][C:11]2([N:15]([C:16]3[CH:17]=[CH:18][CH:19]=[CH:20][CH:21]=3)[C:14](=[O:22])[N:13]([C:58]3[O:59][CH:55]=[CH:56][CH:57]=3)[C:12]2=[O:23])[CH:24]([CH3:35])[CH2:25]1)=[O:7]. The yield is 0.610. (10) The reactants are [CH2:1]([O:8][C:9]1[C:14]([CH2:15][N:16]2[CH2:25][CH2:24][C:23]3[C:18](=[C:19]([Cl:42])[C:20]([CH:27](O)[CH:28]4[CH2:33][CH2:32][N:31]([C:34]([O:36][C:37]([CH3:40])([CH3:39])[CH3:38])=[O:35])[CH2:30][CH2:29]4)=[CH:21][C:22]=3[Cl:26])[C:17]2=[O:43])=[C:13]([CH3:44])[CH:12]=[C:11]([CH3:45])[N:10]=1)[C:2]1[CH:7]=[CH:6][CH:5]=[CH:4][CH:3]=1.COCCN(S(F)(F)[F:56])CCOC. The catalyst is ClCCl.C1COCC1. The product is [CH2:1]([O:8][C:9]1[C:14]([CH2:15][N:16]2[CH2:25][CH2:24][C:23]3[C:18](=[C:19]([Cl:42])[C:20]([CH:27]([F:56])[CH:28]4[CH2:33][CH2:32][N:31]([C:34]([O:36][C:37]([CH3:40])([CH3:39])[CH3:38])=[O:35])[CH2:30][CH2:29]4)=[CH:21][C:22]=3[Cl:26])[C:17]2=[O:43])=[C:13]([CH3:44])[CH:12]=[C:11]([CH3:45])[N:10]=1)[C:2]1[CH:7]=[CH:6][CH:5]=[CH:4][CH:3]=1. The yield is 0.850.